Dataset: Full USPTO retrosynthesis dataset with 1.9M reactions from patents (1976-2016). Task: Predict the reactants needed to synthesize the given product. (1) The reactants are: [C:1]1([C@@H:7]2[CH2:9][C@H:8]2[C:10](Cl)=[O:11])[CH:6]=[CH:5][CH:4]=[CH:3][CH:2]=1.[NH2:13][CH2:14][CH2:15][CH2:16][N:17]1[C:25]2[C:24]([CH3:26])=[C:23]([CH3:27])[N:22]=[C:21]([NH2:28])[C:20]=2[N:19]=[C:18]1[CH3:29]. Given the product [NH2:28][C:21]1[C:20]2[N:19]=[C:18]([CH3:29])[N:17]([CH2:16][CH2:15][CH2:14][NH:13][C:10]([C@@H:8]3[CH2:9][C@H:7]3[C:1]3[CH:6]=[CH:5][CH:4]=[CH:3][CH:2]=3)=[O:11])[C:25]=2[C:24]([CH3:26])=[C:23]([CH3:27])[N:22]=1, predict the reactants needed to synthesize it. (2) Given the product [CH3:4][O:5][C:6](=[O:22])[C:7]1[CH:12]=[CH:11][CH:10]=[CH:9][C:8]=1[C:13](=[O:21])[C:14]1[CH:15]=[CH:16][C:17]([O:20][CH2:36][O:35][CH2:34][CH2:33][Si:30]([CH3:32])([CH3:31])[CH3:29])=[CH:18][CH:19]=1, predict the reactants needed to synthesize it. The reactants are: CC#N.[CH3:4][O:5][C:6](=[O:22])[C:7]1[CH:12]=[CH:11][CH:10]=[CH:9][C:8]=1[C:13](=[O:21])[C:14]1[CH:19]=[CH:18][C:17]([OH:20])=[CH:16][CH:15]=1.C(=O)([O-])[O-].[Cs+].[Cs+].[CH3:29][Si:30]([CH2:33][CH2:34][O:35][CH2:36]Cl)([CH3:32])[CH3:31]. (3) Given the product [C-:3]1([C:1]#[C:2][C:17]2[CH:18]=[CH:19][CH:20]=[C:15]([Br:14])[CH:16]=2)[CH:7]=[CH:6][CH:5]=[CH:4]1.[CH-:8]1[CH:12]=[CH:11][CH:10]=[CH:9]1.[Fe+2:13], predict the reactants needed to synthesize it. The reactants are: [C:1]([C-:3]1[CH:7]=[CH:6][CH:5]=[CH:4]1)#[CH:2].[CH-:8]1[CH:12]=[CH:11][CH:10]=[CH:9]1.[Fe+2:13].[Br:14][C:15]1[CH:20]=[CH:19][CH:18]=[C:17](I)[CH:16]=1.C1C=CC(P(C2C=CC=CC=2)C2C=CC=CC=2)=CC=1. (4) Given the product [CH:32]1[CH:33]=[C:34]2[C:35]([CH2:37][C@@:96]([OH:58])([C:97]([OH:99])=[O:98])[CH2:95][C@H:94]([NH2:93])[C:100]([OH:102])=[O:101])=[CH:36][NH:31][C:29]2=[CH:28][CH:27]=1, predict the reactants needed to synthesize it. The reactants are: C1N=C(N)C2N=CN([C@@H]3O[C@H](COP(OP(OC[C@H]4O[C@@H:29]([N:31]5[CH:36]=[C:35]([C:37](N)=O)[CH2:34][CH:33]=[CH:32]5)[C@H:28](O)[C@@H:27]4O)(O)=O)(O)=O)[C@@H](O)[C@H]3O)C=2N=1.C1N=C(N)C2N=CN([C@@H]3[O:58][C@H](COP(OP(OC[C@H]4O[C@@H](N5C=C(C(N)=O)CC=C5)[C@H](O)[C@@H]4O)(O)=O)(O)=O)[C@@H](O)[C@H]3OP(O)(O)=O)C=2N=1.[NH2:93][C@H:94]([C:100]([O-:102])=[O:101])[CH2:95][CH2:96][C:97]([O-:99])=[O:98]. (5) Given the product [CH2:1]([O:3][C:4](=[O:33])[C:5]([O:8][C:9]1[CH:10]=[CH:11][C:12]([O:15][CH2:16][CH2:17][CH:18]2[CH2:22][N:21]([CH2:23][C:24]3[CH:29]=[CH:28][C:27]([CH3:30])=[C:26]([CH3:31])[CH:25]=3)[C:20](=[O:32])[N:19]2[CH3:37])=[CH:13][CH:14]=1)([CH3:6])[CH3:7])[CH3:2], predict the reactants needed to synthesize it. The reactants are: [CH2:1]([O:3][C:4](=[O:33])[C:5]([O:8][C:9]1[CH:14]=[CH:13][C:12]([O:15][CH2:16][CH2:17][CH:18]2[CH2:22][N:21]([CH2:23][C:24]3[CH:29]=[CH:28][C:27]([CH3:30])=[C:26]([CH3:31])[CH:25]=3)[C:20](=[O:32])[NH:19]2)=[CH:11][CH:10]=1)([CH3:7])[CH3:6])[CH3:2].[H-].[Na+].I[CH3:37]. (6) The reactants are: [C:1]([S:20][CH2:21][CH2:22][NH2:23])([C:14]1[CH:19]=[CH:18][CH:17]=[CH:16][CH:15]=1)([C:8]1[CH:13]=[CH:12][CH:11]=[CH:10][CH:9]=1)[C:2]1[CH:7]=[CH:6][CH:5]=[CH:4][CH:3]=1.C(N(CC)CC)C.[Br:31][CH2:32][C:33](Br)=[O:34].O. Given the product [C:1]([S:20][CH2:21][CH2:22][NH:23][C:33](=[O:34])[CH2:32][Br:31])([C:8]1[CH:13]=[CH:12][CH:11]=[CH:10][CH:9]=1)([C:14]1[CH:15]=[CH:16][CH:17]=[CH:18][CH:19]=1)[C:2]1[CH:7]=[CH:6][CH:5]=[CH:4][CH:3]=1, predict the reactants needed to synthesize it.